Predict hERG channel inhibition at various concentrations. From a dataset of hERG Central: cardiac toxicity at 1µM, 10µM, and general inhibition. The drug is Cc1ccc(-c2nc(CSCC(=O)NCCN3CCN(Cc4ccccc4)CC3)c(C)o2)cc1. Results: hERG_inhib (hERG inhibition (general)): blocker.